The task is: Predict the reaction yield, written as a fraction of the theoretical maximum amount of product (1.0 means a 100% yield; for example, 0.34 means a 34% yield).. This data is from Reaction yield outcomes from USPTO patents with 853,638 reactions. The reactants are C(O[C:5](=[O:7])[CH3:6])(=O)C.[Br:8][C:9]1[CH:14]=[CH:13][C:12]([C:15]2[N:16]=[C:17]([NH:20][C:21]3[CH:26]=[CH:25][CH:24]=[C:23]([CH3:27])[N:22]=3)[S:18][CH:19]=2)=[CH:11][CH:10]=1. The catalyst is O. The product is [Br:8][C:9]1[CH:10]=[CH:11][C:12]([C:15]2[N:16]=[C:17]([N:20]([C:21]3[CH:26]=[CH:25][CH:24]=[C:23]([CH3:27])[N:22]=3)[C:5](=[O:7])[CH3:6])[S:18][CH:19]=2)=[CH:13][CH:14]=1. The yield is 0.810.